Dataset: Forward reaction prediction with 1.9M reactions from USPTO patents (1976-2016). Task: Predict the product of the given reaction. (1) The product is: [C:21]([Si:18]([O:8][CH:7]([CH:2]1[CH2:3][CH2:4][CH:5]=[CH:6][O:1]1)[CH2:9][CH3:10])([CH3:20])[CH3:19])([CH3:24])([CH3:23])[CH3:22]. Given the reactants [O:1]1[CH:6]=[CH:5][CH2:4][CH2:3][CH:2]1[CH:7]=[O:8].[CH2:9]([Mg]Br)[CH3:10].N1C=CN=C1.[Si:18](Cl)([C:21]([CH3:24])([CH3:23])[CH3:22])([CH3:20])[CH3:19], predict the reaction product. (2) Given the reactants C(#N)C=C.[C:5]([O:9][CH3:10])(=[O:8])[CH:6]=[CH2:7].[C:11]([NH:15][C:16]([CH3:23])([CH3:22])[CH2:17][S:18]([O-:21])(=[O:20])=[O:19])(=[O:14])[CH:12]=[CH2:13].[Na+:24], predict the reaction product. The product is: [C:5]([O:9][CH3:10])(=[O:8])[CH:6]=[CH2:7].[C:11]([NH:15][C:16]([CH3:23])([CH3:22])[CH2:17][S:18]([O-:21])(=[O:19])=[O:20])(=[O:14])[CH:12]=[CH2:13].[Na+:24]. (3) Given the reactants [S-:1][C:2]#[N:3].[K+].[NH2:5][C:6]1[CH:32]=[CH:31][C:9]([O:10][C:11]2[CH:12]=[C:13]([NH:17][C:18](=[O:30])[C:19]3[CH:24]=[CH:23][CH:22]=[C:21]([C:25]4([C:28]#[N:29])[CH2:27][CH2:26]4)[CH:20]=3)[CH:14]=[CH:15][CH:16]=2)=[CH:8][CH:7]=1.BrBr, predict the reaction product. The product is: [NH2:3][C:2]1[S:1][C:7]2[CH:8]=[C:9]([O:10][C:11]3[CH:12]=[C:13]([NH:17][C:18](=[O:30])[C:19]4[CH:24]=[CH:23][CH:22]=[C:21]([C:25]5([C:28]#[N:29])[CH2:26][CH2:27]5)[CH:20]=4)[CH:14]=[CH:15][CH:16]=3)[CH:31]=[CH:32][C:6]=2[N:5]=1. (4) Given the reactants Cl.[OH:2][CH:3]1[CH2:8][CH2:7][CH2:6][NH:5][CH2:4]1.[OH-].[Na+].[C:11](=O)([O:17]C(C)(C)C)[O:12][C:13]([CH3:16])([CH3:15])[CH3:14], predict the reaction product. The product is: [C:13]([O:12][C:11]([N:5]1[CH2:6][CH2:7][CH2:8][CH:3]([OH:2])[CH2:4]1)=[O:17])([CH3:16])([CH3:15])[CH3:14]. (5) Given the reactants C([O:4][CH2:5][C:6]1[O:10][N:9]=[C:8]([C:11]2[CH:16]=[CH:15][CH:14]=[C:13]([N:17]3[CH2:26][C@H:25]4[N:21]([CH2:22][CH2:23][CH2:24]4)[C:20]4[N:27]=[C:28]([S:31][CH3:32])[N:29]=[CH:30][C:19]=4[C:18]3=[O:33])[CH:12]=2)[N:7]=1)(=O)C.[OH-].[Na+], predict the reaction product. The product is: [OH:4][CH2:5][C:6]1[O:10][N:9]=[C:8]([C:11]2[CH:12]=[C:13]([N:17]3[CH2:26][C@H:25]4[N:21]([CH2:22][CH2:23][CH2:24]4)[C:20]4[N:27]=[C:28]([S:31][CH3:32])[N:29]=[CH:30][C:19]=4[C:18]3=[O:33])[CH:14]=[CH:15][CH:16]=2)[N:7]=1.